Predict the product of the given reaction. From a dataset of Forward reaction prediction with 1.9M reactions from USPTO patents (1976-2016). (1) Given the reactants [C:1]1(=O)[CH2:8][CH2:7][CH2:6][CH2:5][CH2:4][CH2:3][C:2]1=O.COP([CH2:17][C:18]([C:20]1[CH:25]=[CH:24][CH:23]=[CH:22][C:21]=1[O:26][CH3:27])=O)(=O)OC.O.[NH2:29][NH2:30], predict the reaction product. The product is: [CH3:27][O:26][C:21]1[CH:22]=[CH:23][CH:24]=[CH:25][C:20]=1[C:18]1[N:30]=[N:29][C:2]2[CH2:3][CH2:4][CH2:5][CH2:6][CH2:7][CH2:8][C:1]=2[CH:17]=1. (2) Given the reactants [CH3:1][O:2][CH2:3][CH2:4][O:5][CH2:6][CH2:7][O:8][CH2:9][CH2:10][C:11]1[CH:16]=[CH:15][C:14]([N+:17]([O-])=O)=[CH:13][CH:12]=1, predict the reaction product. The product is: [CH3:1][O:2][CH2:3][CH2:4][O:5][CH2:6][CH2:7][O:8][CH2:9][CH2:10][C:11]1[CH:16]=[CH:15][C:14]([NH2:17])=[CH:13][CH:12]=1. (3) Given the reactants [C:1]1([C:7]2[N:8]([CH2:21][C:22]([OH:24])=O)[C:9]([CH:12]3[CH2:17][CH2:16][CH:15]([CH2:18][CH2:19][CH3:20])[CH2:14][CH2:13]3)=[CH:10][CH:11]=2)[CH:6]=[CH:5][CH:4]=[CH:3][CH:2]=1.C(N1C=CN=C1)(N1C=CN=C1)=O.C(=O)(O)O.[NH2:41][C:42]([NH2:44])=[NH:43].C(N(CC)CC)C, predict the reaction product. The product is: [C:1]1([C:7]2[N:8]([CH2:21][C:22]([NH:43][C:42]([NH2:44])=[NH:41])=[O:24])[C:9]([CH:12]3[CH2:17][CH2:16][CH:15]([CH2:18][CH2:19][CH3:20])[CH2:14][CH2:13]3)=[CH:10][CH:11]=2)[CH:6]=[CH:5][CH:4]=[CH:3][CH:2]=1. (4) Given the reactants [C:1]1([C:13]2[CH:18]=[CH:17][CH:16]=[CH:15][CH:14]=2)[CH:6]=[CH:5][C:4]([C:7]2[O:8][CH2:9][C:10](=O)[N:11]=2)=[CH:3][CH:2]=1.[F:19][C:20]([F:30])([F:29])[C:21]1[CH:22]=[C:23]([NH:27][NH2:28])[CH:24]=[CH:25][CH:26]=1, predict the reaction product. The product is: [C:1]1([C:13]2[CH:18]=[CH:17][CH:16]=[CH:15][CH:14]=2)[CH:6]=[CH:5][C:4]([C:7]2[N:11]=[C:10]([CH2:9][OH:8])[N:27]([C:23]3[CH:24]=[CH:25][CH:26]=[C:21]([C:20]([F:19])([F:29])[F:30])[CH:22]=3)[N:28]=2)=[CH:3][CH:2]=1.